The task is: Predict the reactants needed to synthesize the given product.. This data is from Full USPTO retrosynthesis dataset with 1.9M reactions from patents (1976-2016). (1) Given the product [Cl:2][C:3]1[CH:8]=[CH:7][C:6]([B:9]([OH:13])[OH:10])=[CH:5][C:4]=1[O:18][CH:19]([F:20])[F:21], predict the reactants needed to synthesize it. The reactants are: Cl.[Cl:2][C:3]1[CH:8]=[CH:7][C:6]([B:9]2[O:13]C(C)(C)C(C)(C)[O:10]2)=[CH:5][C:4]=1[O:18][CH:19]([F:21])[F:20].O.C(OCC)(=O)C. (2) Given the product [C:30]([CH2:29][N:2]1[N:1]=[C:10]2[C:4]([CH2:5][CH2:6][O:7][C:8]3[CH:14]=[C:13]([N:15]4[CH2:19][CH:18]([CH2:20][NH:21][C:22](=[O:24])[CH3:23])[O:17][C:16]4=[O:25])[CH:12]=[CH:11][C:9]=32)=[CH:3]1)#[N:31], predict the reactants needed to synthesize it. The reactants are: [NH:1]1[C:10]2[C:9]3[CH:11]=[CH:12][C:13]([N:15]4[CH2:19][CH:18]([CH2:20][NH:21][C:22](=[O:24])[CH3:23])[O:17][C:16]4=[O:25])=[CH:14][C:8]=3[O:7][CH2:6][CH2:5][C:4]=2[CH:3]=[N:2]1.[H-].[Na+].Br[CH2:29][C:30]#[N:31].O. (3) Given the product [CH3:19][O:18][C:16](=[O:17])[C:13]1[CH:14]=[CH:15][C:10]([CH2:8][OH:7])=[N:11][C:12]=1[Cl:20], predict the reactants needed to synthesize it. The reactants are: [Cl-].[Ca+2].[Cl-].[BH4-].[Na+].C[O:7][C:8]([C:10]1[CH:15]=[CH:14][C:13]([C:16]([O:18][CH3:19])=[O:17])=[C:12]([Cl:20])[N:11]=1)=O.